Dataset: Full USPTO retrosynthesis dataset with 1.9M reactions from patents (1976-2016). Task: Predict the reactants needed to synthesize the given product. (1) Given the product [O:16]1[C:20]2[CH:21]=[CH:22][C:23]([C:25](=[O:28])[CH2:26][N:9]3[C:8](=[O:14])[C:7]([CH:1]4[CH2:2][CH2:3][CH2:4][CH2:5][CH2:6]4)([CH3:15])[N:11]([CH3:12])[C:10]3=[O:13])=[CH:24][C:19]=2[O:18][CH2:17]1, predict the reactants needed to synthesize it. The reactants are: [CH:1]1([C:7]2([CH3:15])[N:11]([CH3:12])[C:10](=[O:13])[NH:9][C:8]2=[O:14])[CH2:6][CH2:5][CH2:4][CH2:3][CH2:2]1.[O:16]1[C:20]2[CH:21]=[CH:22][C:23]([C:25](=[O:28])[CH2:26]Br)=[CH:24][C:19]=2[O:18][CH2:17]1. (2) Given the product [Cl:1][C:2]1[C:12](/[CH:13]=[CH:22]/[N+:19]([O-:21])=[O:20])=[CH:11][CH:10]=[C:9]([Si:15]([CH3:18])([CH3:17])[CH3:16])[C:3]=1[C:4]([NH:6][CH2:7][CH3:8])=[O:5], predict the reactants needed to synthesize it. The reactants are: [Cl:1][C:2]1[C:12]([CH:13]=O)=[CH:11][CH:10]=[C:9]([Si:15]([CH3:18])([CH3:17])[CH3:16])[C:3]=1[C:4]([NH:6][CH2:7][CH3:8])=[O:5].[N+:19]([CH3:22])([O-:21])=[O:20].[OH-].[Na+].Cl. (3) The reactants are: [Cl-].[CH3:2][C:3]1[N:8]2[N:9]=[C:10]([CH2:12][P+](C3C=CC=CC=3)(C3C=CC=CC=3)C3C=CC=CC=3)[N:11]=[C:7]2[C:6]([CH3:32])=[CH:5][N:4]=1.[CH3:33][N:34]1[C:38]([CH:39]=O)=[N:37][C:36]([N:41]2[CH2:45][CH2:44][CH2:43][CH:42]2[CH3:46])=[N:35]1. Given the product [CH3:2][C:3]1[N:8]2[N:9]=[C:10](/[CH:12]=[CH:39]/[C:38]3[N:34]([CH3:33])[N:35]=[C:36]([N:41]4[CH2:45][CH2:44][CH2:43][CH:42]4[CH3:46])[N:37]=3)[N:11]=[C:7]2[C:6]([CH3:32])=[CH:5][N:4]=1, predict the reactants needed to synthesize it. (4) Given the product [NH2:14][C:9]1[CH:10]=[CH:11][CH:12]=[C:13]2[C:8]=1[C:7](=[O:17])[C:6]1([NH:18][C:19](=[O:27])[CH2:20][C:21]3[CH:22]=[CH:23][CH:24]=[CH:25][CH:26]=3)[C:5]3[CH:28]=[CH:29][C:30]([CH:32]([CH3:33])[CH3:34])=[CH:31][C:4]=3[O:3][C:2]12[OH:1], predict the reactants needed to synthesize it. The reactants are: [OH:1][C:2]12[C:13]3[C:8](=[C:9]([N+:14]([O-])=O)[CH:10]=[CH:11][CH:12]=3)[C:7](=[O:17])[C:6]1([NH:18][C:19](=[O:27])[CH2:20][C:21]1[CH:26]=[CH:25][CH:24]=[CH:23][CH:22]=1)[C:5]1[CH:28]=[CH:29][C:30]([CH:32]([CH3:34])[CH3:33])=[CH:31][C:4]=1[O:3]2. (5) Given the product [O:27]1[C:31]2[CH:32]=[CH:33][C:34]([C:36]3[N:40]=[C:39]([CH3:41])[N:38]([CH2:42][CH2:43][C:44]([NH:47][CH2:21][CH:20]([C:11]4[C:12]5[O:17][CH2:16][C:15](=[O:18])[NH:14][C:13]=5[CH:19]=[C:9]([OH:8])[CH:10]=4)[OH:26])([CH3:45])[CH3:46])[N:37]=3)=[CH:35][C:30]=2[O:29][CH2:28]1, predict the reactants needed to synthesize it. The reactants are: C([O:8][C:9]1[CH:10]=[C:11]([C:20](=[O:26])[CH:21](OCC)O)[C:12]2[O:17][CH2:16][C:15](=[O:18])[NH:14][C:13]=2[CH:19]=1)C1C=CC=CC=1.[O:27]1[C:31]2[CH:32]=[CH:33][C:34]([C:36]3[N:40]=[C:39]([CH3:41])[N:38]([CH2:42][CH2:43][C:44]([NH2:47])([CH3:46])[CH3:45])[N:37]=3)=[CH:35][C:30]=2[O:29][CH2:28]1. (6) Given the product [F:1][C:2]1[CH:7]=[C:6]([F:8])[CH:5]=[CH:4][C:3]=1[C:9]1[N:10]=[C:11]2[CH2:30][CH2:29][CH2:28][N:12]2[C:13]=1[C:14]1[CH:15]=[CH:16][C:17]2[N:18]([C:22]([C:24]3([CH3:27])[CH2:26][CH2:25]3)=[N:21][N:20]=2)[N:19]=1, predict the reactants needed to synthesize it. The reactants are: [F:1][C:2]1[CH:7]=[C:6]([F:8])[CH:5]=[CH:4][C:3]=1[C:9]1[N:10]=[C:11]2[CH2:30][CH2:29][CH2:28][N:12]2[C:13]=1[C:14]1[N:19]=[N:18][C:17]([NH:20][NH:21][C:22]([C:24]2([CH3:27])[CH2:26][CH2:25]2)=O)=[CH:16][CH:15]=1.S(Cl)(Cl)=O. (7) Given the product [CH3:50][N:51]([CH3:58])[CH:52]1[CH2:14][CH2:13][N:12]([C:11]2[C:2]([F:1])=[CH:3][C:4]3[C:5]4[C:6]([C:18](=[O:27])[N:19]([C:21]5[CH:26]=[CH:25][CH:24]=[CH:23][CH:22]=5)[N:20]=4)=[CH:7][NH:8][C:9]=3[CH:10]=2)[CH2:17][CH2:53]1, predict the reactants needed to synthesize it. The reactants are: [F:1][C:2]1[C:11]([N:12]2[CH2:17]CN[CH2:14][CH2:13]2)=[CH:10][C:9]2[NH:8][CH:7]=[C:6]3[C:18](=[O:27])[N:19]([C:21]4[CH:26]=[CH:25][CH:24]=[CH:23][CH:22]=4)[N:20]=[C:5]3[C:4]=2[CH:3]=1.FC1C(F)=CC2C3C(C(=O)N(C4C=CC=CC=4)N=3)=CNC=2C=1.[CH3:50][N:51]([CH3:58])[CH:52]1CCNC[CH2:53]1. (8) Given the product [CH:1]1([C:6]2[CH:33]=[CH:32][C:9]([CH2:10][O:11][C:12]3[CH:20]=[CH:19][C:18]4[N:17]5[CH2:21][CH2:22][CH:23]([CH2:24][C:25]([OH:27])=[O:26])[C:16]5=[CH:15][C:14]=4[CH:13]=3)=[CH:8][C:7]=2[C:34]([F:37])([F:35])[F:36])[CH2:5][CH2:4][CH2:3][CH2:2]1, predict the reactants needed to synthesize it. The reactants are: [CH:1]1([C:6]2[CH:33]=[CH:32][C:9]([CH2:10][O:11][C:12]3[CH:20]=[CH:19][C:18]4[N:17]5[CH2:21][CH2:22][CH:23]([CH2:24][C:25]([O:27]C(C)(C)C)=[O:26])[C:16]5=[CH:15][C:14]=4[CH:13]=3)=[CH:8][C:7]=2[C:34]([F:37])([F:36])[F:35])[CH2:5][CH2:4][CH2:3][CH2:2]1.NC(CS)C(O)=O. (9) Given the product [Cl:1][C:2]1[CH:3]=[C:4]([CH:6]=[CH:7][CH:8]=1)[NH:5][CH2:12][C:11]1[CH:14]=[CH:15][CH:16]=[C:17]([F:18])[C:10]=1[F:9], predict the reactants needed to synthesize it. The reactants are: [Cl:1][C:2]1[CH:3]=[C:4]([CH:6]=[CH:7][CH:8]=1)[NH2:5].[F:9][C:10]1[C:17]([F:18])=[CH:16][CH:15]=[CH:14][C:11]=1[CH:12]=O.[BH-](OC(C)=O)(OC(C)=O)OC(C)=O.[Na+].C(O)(=O)C.